Task: Predict the product of the given reaction.. Dataset: Forward reaction prediction with 1.9M reactions from USPTO patents (1976-2016) (1) Given the reactants [Cl:1][C:2]1[CH:3]=[CH:4][C:5]2[NH:11][C:10]3[CH:12]=[CH:13][CH:14]=[CH:15][C:9]=3[C:8]([N:16]3[CH2:21][CH2:20][NH:19][CH2:18][CH2:17]3)=[N:7][C:6]=2[CH:22]=1.Cl[C:24]([O:26][CH2:27][CH:28]([CH3:30])[CH3:29])=[O:25], predict the reaction product. The product is: [CH2:27]([O:26][C:24]([N:19]1[CH2:20][CH2:21][N:16]([C:8]2[C:9]3[CH:15]=[CH:14][CH:13]=[CH:12][C:10]=3[NH:11][C:5]3[CH:4]=[CH:3][C:2]([Cl:1])=[CH:22][C:6]=3[N:7]=2)[CH2:17][CH2:18]1)=[O:25])[CH:28]([CH3:30])[CH3:29]. (2) Given the reactants CC(C)([O-])C.[Na+].C1C=CC(P(C2C(C3C(P(C4C=CC=CC=4)C4C=CC=CC=4)=CC=C4C=3C=CC=C4)=C3C(C=CC=C3)=CC=2)C2C=CC=CC=2)=CC=1.Br[C:54]1[CH:55]=[C:56]2[C:61](=[CH:62][CH:63]=1)[N:60]=[CH:59][N:58]([C:64]1[CH:65]=[C:66]([NH:71][C:72](=[O:84])[C:73]3[CH:78]=[CH:77][CH:76]=[C:75]([C:79]([C:82]#[N:83])([CH3:81])[CH3:80])[CH:74]=3)[CH:67]=[CH:68][C:69]=1[CH3:70])[C:57]2=[O:85].[NH:86]1[CH2:91][CH2:90][O:89][CH2:88][CH2:87]1, predict the reaction product. The product is: [C:82]([C:79]([C:75]1[CH:74]=[C:73]([CH:78]=[CH:77][CH:76]=1)[C:72]([NH:71][C:66]1[CH:67]=[CH:68][C:69]([CH3:70])=[C:64]([N:58]2[C:57](=[O:85])[C:56]3[C:61](=[CH:62][CH:63]=[C:54]([N:86]4[CH2:91][CH2:90][O:89][CH2:88][CH2:87]4)[CH:55]=3)[N:60]=[CH:59]2)[CH:65]=1)=[O:84])([CH3:80])[CH3:81])#[N:83].